Dataset: Catalyst prediction with 721,799 reactions and 888 catalyst types from USPTO. Task: Predict which catalyst facilitates the given reaction. (1) Reactant: [F:1][C:2]1[CH:7]=[C:6]([O:8][CH2:9][CH2:10][C@@H:11]2[CH2:13][C@@H:12]2[CH:14]2[CH2:19][CH2:18][N:17]([C:20]([O:22][C:23]3([CH3:26])[CH2:25][CH2:24]3)=[O:21])[CH2:16][CH2:15]2)[CH:5]=[CH:4][C:3]=1[CH2:27][C:28]([OH:30])=O.[NH:31]1[CH2:34][CH2:33][CH2:32]1.C(N(CC)C(C)C)(C)C.CN(C(ON1N=NC2C=CC=NC1=2)=[N+](C)C)C.F[P-](F)(F)(F)(F)F. Product: [N:31]1([C:28](=[O:30])[CH2:27][C:3]2[CH:4]=[CH:5][C:6]([O:8][CH2:9][CH2:10][C@@H:11]3[CH2:13][C@@H:12]3[CH:14]3[CH2:15][CH2:16][N:17]([C:20]([O:22][C:23]4([CH3:26])[CH2:24][CH2:25]4)=[O:21])[CH2:18][CH2:19]3)=[CH:7][C:2]=2[F:1])[CH2:34][CH2:33][CH2:32]1. The catalyst class is: 3. (2) Reactant: [O:1]1[CH:5]=[CH:4][CH:3]=[C:2]1[C:6](=[O:10])[CH2:7][C:8]#[N:9].[C:11]1([CH3:21])[CH:16]=[CH:15][C:14]([S:17](Cl)(=[O:19])=[O:18])=[CH:13][CH:12]=1.C(N(CC)CC)C. Product: [CH3:21][C:11]1[CH:16]=[CH:15][C:14]([S:17]([O:10][C:6]([C:2]2[O:1][CH:5]=[CH:4][CH:3]=2)=[CH:7][C:8]#[N:9])(=[O:19])=[O:18])=[CH:13][CH:12]=1. The catalyst class is: 4. (3) Reactant: [F:1][C:2]([F:7])([F:6])[C:3]([OH:5])=[O:4].[C:8]1([C:14]2[CH:19]=[C:18]([CH:20]3[CH2:25][CH2:24][NH:23][CH2:22][CH2:21]3)[CH:17]=[CH:16][C:15]=2[NH:26][C:27]([C:29]2[NH:30][CH:31]=[C:32]([C:34]#[N:35])[N:33]=2)=[O:28])[CH2:13][CH2:12][CH2:11][CH2:10][CH:9]=1.Cl.[N:37]1[CH:42]=[CH:41][CH:40]=[CH:39][C:38]=1[CH2:43][C:44](O)=[O:45].CCN=C=NCCCN(C)C.C1C=CC2N(O)N=NC=2C=1.CCN(C(C)C)C(C)C. Product: [F:1][C:2]([F:7])([F:6])[C:3]([OH:5])=[O:4].[C:8]1([C:14]2[CH:19]=[C:18]([CH:20]3[CH2:21][CH2:22][N:23]([C:44](=[O:45])[CH2:43][C:38]4[CH:39]=[CH:40][CH:41]=[CH:42][N:37]=4)[CH2:24][CH2:25]3)[CH:17]=[CH:16][C:15]=2[NH:26][C:27]([C:29]2[NH:30][CH:31]=[C:32]([C:34]#[N:35])[N:33]=2)=[O:28])[CH2:13][CH2:12][CH2:11][CH2:10][CH:9]=1. The catalyst class is: 136. (4) Reactant: [Cl:1][C:2]1[C:3]([C:34]2[CH:39]=[CH:38][C:37]([O:40][CH3:41])=[CH:36][CH:35]=2)=[C:4]2[C:18]3[CH2:19][CH2:20][C@H:21]([C:23]([NH:25][C@@H](C4C=CC=CC=4)C)=[O:24])[CH2:22][C:17]=3[S:16][C:5]2=[N:6][C:7]=1[CH2:8][N:9]1[C:13](=[O:14])[CH2:12][CH2:11][C:10]1=[O:15].C1(OC)C=CC=CC=1.CS(O)(=O)=O.C(OCC)(=O)C. Product: [Cl:1][C:2]1[C:3]([C:34]2[CH:39]=[CH:38][C:37]([O:40][CH3:41])=[CH:36][CH:35]=2)=[C:4]2[C:18]3[CH2:19][CH2:20][C@H:21]([C:23]([NH2:25])=[O:24])[CH2:22][C:17]=3[S:16][C:5]2=[N:6][C:7]=1[CH2:8][N:9]1[C:10](=[O:15])[CH2:11][CH2:12][C:13]1=[O:14]. The catalyst class is: 6. (5) Reactant: [NH2:1][C:2]1[CH:11]=[CH:10][C:9]2[N:8]=[CH:7][CH:6]=[CH:5][C:4]=2[C:3]=1[C:12]([OH:14])=[O:13].[CH:15]1C=CC=CC=1.[Si](C=[N+]=[N-])(C)(C)C. Product: [NH2:1][C:2]1[CH:11]=[CH:10][C:9]2[N:8]=[CH:7][CH:6]=[CH:5][C:4]=2[C:3]=1[C:12]([O:14][CH3:15])=[O:13]. The catalyst class is: 5. (6) Reactant: [OH:1][CH:2]([CH3:14])[CH2:3][C:4]1[NH:8][N:7]=[C:6]([C:9]([O:11][CH2:12][CH3:13])=[O:10])[CH:5]=1.C([O-])([O-])=O.[Cs+].[Cs+].[CH3:21][Si:22]([CH2:25][CH2:26][O:27][CH2:28]Cl)([CH3:24])[CH3:23]. Product: [OH:1][CH:2]([CH3:14])[CH2:3][C:4]1[N:8]([CH2:28][O:27][CH2:26][CH2:25][Si:22]([CH3:24])([CH3:23])[CH3:21])[N:7]=[C:6]([C:9]([O:11][CH2:12][CH3:13])=[O:10])[CH:5]=1. The catalyst class is: 21.